From a dataset of hERG potassium channel inhibition data for cardiac toxicity prediction from Karim et al.. Regression/Classification. Given a drug SMILES string, predict its toxicity properties. Task type varies by dataset: regression for continuous values (e.g., LD50, hERG inhibition percentage) or binary classification for toxic/non-toxic outcomes (e.g., AMES mutagenicity, cardiotoxicity, hepatotoxicity). Dataset: herg_karim. (1) The molecule is O=C(O)c1cccc(CN2C(=O)/C(=C(\c3ccccc3)c3ccc(Cl)cc3)c3ccccc32)c1. The result is 0 (non-blocker). (2) The compound is COC(=O)N(NC(=O)c1c(OC)c(-c2ccccc2)nc2ccccc12)c1ccccc1. The result is 1 (blocker). (3) The drug is Cn1ccnc1C(=O)N1CCC(c2ccc(C(=O)NC(=N)N)cc2C(F)(F)F)CC1. The result is 0 (non-blocker). (4) The compound is COC(=O)Cc1ccc(-n2cc(C3CCN(CCN4CCNC4=O)CC3)c3cc(Cl)ccc32)cc1. The result is 1 (blocker). (5) The compound is CCOc1cc(CCN2CCN(CCc3ccc4c(c3)COC4=O)CC2)ccc1C#N. The result is 1 (blocker). (6) The compound is CC(C)CN1C(=O)CN(Cc2ccc(-c3cccc(CN4CCCCC4)n3)cc2)C1=O. The result is 1 (blocker). (7) The compound is CCc1nn2ccccc2c1CCN(Cc1ccc(/C=C/C(=O)NO)cc1)C(C)C. The result is 1 (blocker).